Dataset: Full USPTO retrosynthesis dataset with 1.9M reactions from patents (1976-2016). Task: Predict the reactants needed to synthesize the given product. (1) Given the product [NH2:25][C:26]1[CH:31]=[C:30]([C:2]2[C:3]3[C:10]([C:11]([O:13][CH2:14][CH3:15])=[O:12])=[CH:9][N:8]([CH2:16][O:17][CH2:18][CH2:19][Si:20]([CH3:23])([CH3:22])[CH3:21])[C:4]=3[N:5]=[CH:6][N:7]=2)[CH:29]=[CH:28][CH:27]=1, predict the reactants needed to synthesize it. The reactants are: Cl[C:2]1[C:3]2[C:10]([C:11]([O:13][CH2:14][CH3:15])=[O:12])=[CH:9][N:8]([CH2:16][O:17][CH2:18][CH2:19][Si:20]([CH3:23])([CH3:22])[CH3:21])[C:4]=2[N:5]=[CH:6][N:7]=1.O.[NH2:25][C:26]1[CH:27]=[C:28](B(O)O)[CH:29]=[CH:30][CH:31]=1.C(=O)([O-])[O-].[Na+].[Na+]. (2) Given the product [Br:22][CH:23]([CH3:27])[C:24]([N:8]([CH:5]1[CH2:6][CH2:7][N:2]([CH3:1])[CH2:3][CH2:4]1)[C:9]1[CH:14]=[CH:13][CH:12]=[CH:11][CH:10]=1)=[O:25], predict the reactants needed to synthesize it. The reactants are: [CH3:1][N:2]1[CH2:7][CH2:6][CH:5]([NH:8][C:9]2[CH:14]=[CH:13][CH:12]=[CH:11][CH:10]=2)[CH2:4][CH2:3]1.CCN(CC)CC.[Br:22][CH:23]([CH3:27])[C:24](Br)=[O:25]. (3) The reactants are: [Br:1][C:2]1[CH:12]=[CH:11][C:5]([O:6][CH2:7][C:8]([NH2:10])=[O:9])=[C:4]([C:13]#[N:14])[CH:3]=1.N1CCC[CH2:17][CH2:16]1.[CH3:21][O:22][C:23]1[CH:30]=[CH:29][C:26]([CH2:27][NH2:28])=[CH:25][CH:24]=1. Given the product [Br:1][C:2]1[CH:12]=[CH:11][C:5]2[O:6][C:7]3[C:8](=[O:9])[NH:10][C:16]([CH2:17][NH:28][CH2:27][C:26]4[CH:29]=[CH:30][C:23]([O:22][CH3:21])=[CH:24][CH:25]=4)=[N:14][C:13]=3[C:4]=2[CH:3]=1, predict the reactants needed to synthesize it. (4) Given the product [CH2:32]([O:34][C:35]([C:37]1[CH:41]=[N:40][N:39]([CH2:42][CH3:43])[C:38]=1[C:44](=[O:46])[NH:61][C:59]1[CH:58]=[CH:57][N:56]2[CH:62]=[C:53]([C:47]3[CH:52]=[CH:51][CH:50]=[CH:49][CH:48]=3)[N:54]=[C:55]2[N:60]=1)=[O:36])[CH3:33], predict the reactants needed to synthesize it. The reactants are: CN(C(ON1N=NC2C=CC=CC1=2)=[N+](C)C)C.[B-](F)(F)(F)F.C(N(C(C)C)CC)(C)C.[CH2:32]([O:34][C:35]([C:37]1[CH:41]=[N:40][N:39]([CH2:42][CH3:43])[C:38]=1[C:44]([OH:46])=O)=[O:36])[CH3:33].[C:47]1([C:53]2[N:54]=[C:55]3[N:60]=[C:59]([NH2:61])[CH:58]=[CH:57][N:56]3[CH:62]=2)[CH:52]=[CH:51][CH:50]=[CH:49][CH:48]=1. (5) Given the product [CH3:25][O:24][C:7]1[CH:6]=[CH:5][C:4]2[N:3]=[C:2]([NH:26][C:27]3[CH:28]=[CH:29][C:30]4[O:34][C:33](=[O:35])[NH:32][C:31]=4[CH:36]=3)[C:11]3[NH:12][N:13]=[CH:14][C:10]=3[C:9]=2[CH:8]=1, predict the reactants needed to synthesize it. The reactants are: Cl[C:2]1[C:11]2=[N:12][N:13](CC3C=CC(OC)=CC=3)[CH:14]=[C:10]2[C:9]2[CH:8]=[C:7]([O:24][CH3:25])[CH:6]=[CH:5][C:4]=2[N:3]=1.[NH2:26][C:27]1[CH:28]=[CH:29][C:30]2[O:34][C:33](=[O:35])[NH:32][C:31]=2[CH:36]=1.Cl. (6) Given the product [Cl:39][C:40]1[CH:45]=[CH:44][C:43]([NH:46][C:47]([NH:3][C:4]2[C:5]([CH3:38])=[CH:6][C:7]([O:8][C:9]3[CH:10]=[CH:11][C:12]4[N:16]=[C:15]([CH2:17][O:18][C:19]5[CH:20]=[CH:21][C:22]([CH2:23][CH:24]6[S:28][C:27](=[O:29])[NH:26][C:25]6=[O:30])=[CH:31][CH:32]=5)[N:14]([CH3:33])[C:13]=4[CH:34]=3)=[CH:35][C:36]=2[CH3:37])=[S:48])=[CH:42][CH:41]=1, predict the reactants needed to synthesize it. The reactants are: Cl.Cl.[NH2:3][C:4]1[C:36]([CH3:37])=[CH:35][C:7]([O:8][C:9]2[CH:10]=[CH:11][C:12]3[N:16]=[C:15]([CH2:17][O:18][C:19]4[CH:32]=[CH:31][C:22]([CH2:23][CH:24]5[S:28][C:27](=[O:29])[NH:26][C:25]5=[O:30])=[CH:21][CH:20]=4)[N:14]([CH3:33])[C:13]=3[CH:34]=2)=[CH:6][C:5]=1[CH3:38].[Cl:39][C:40]1[CH:45]=[CH:44][C:43]([N:46]=[C:47]=[S:48])=[CH:42][CH:41]=1.C(N(CC)CC)C. (7) Given the product [Si:8]([O:25][C@H:26]1[CH2:30][CH2:29][N:28]([C:31]([O:33][C:34]([CH3:37])([CH3:36])[CH3:35])=[O:32])[C@@H:27]1[CH2:38][OH:39])([C:21]([CH3:23])([CH3:24])[CH3:22])([C:15]1[CH:16]=[CH:17][CH:18]=[CH:19][CH:20]=1)[C:9]1[CH:10]=[CH:11][CH:12]=[CH:13][CH:14]=1, predict the reactants needed to synthesize it. The reactants are: C[Si](C=[N+]=[N-])(C)C.[Si:8]([O:25][C@H:26]1[CH2:30][CH2:29][N:28]([C:31]([O:33][C:34]([CH3:37])([CH3:36])[CH3:35])=[O:32])[C@@H:27]1[C:38](OC)=[O:39])([C:21]([CH3:24])([CH3:23])[CH3:22])([C:15]1[CH:20]=[CH:19][CH:18]=[CH:17][CH:16]=1)[C:9]1[CH:14]=[CH:13][CH:12]=[CH:11][CH:10]=1.CO. (8) Given the product [F:1][C:2]1[CH:7]=[CH:6][C:5]([S:8]([C:11]2[CH:12]=[CH:13][C:14]([CH2:21][CH2:22][CH3:23])=[C:15]([S:17]([NH:24][CH:25]3[CH2:26][CH2:27][N:28]([C:31]([O:33][C:34]([CH3:37])([CH3:36])[CH3:35])=[O:32])[CH2:29][CH2:30]3)(=[O:19])=[O:18])[CH:16]=2)(=[O:10])=[O:9])=[CH:4][CH:3]=1, predict the reactants needed to synthesize it. The reactants are: [F:1][C:2]1[CH:7]=[CH:6][C:5]([S:8]([C:11]2[CH:12]=[CH:13][C:14]([CH2:21][CH2:22][CH3:23])=[C:15]([S:17](Cl)(=[O:19])=[O:18])[CH:16]=2)(=[O:10])=[O:9])=[CH:4][CH:3]=1.[NH2:24][CH:25]1[CH2:30][CH2:29][N:28]([C:31]([O:33][C:34]([CH3:37])([CH3:36])[CH3:35])=[O:32])[CH2:27][CH2:26]1.